From a dataset of Full USPTO retrosynthesis dataset with 1.9M reactions from patents (1976-2016). Predict the reactants needed to synthesize the given product. (1) Given the product [O:16]1[C:21]2[CH:22]=[CH:23][C:24]([CH2:26][N:27]([CH:35]3[CH2:40][CH2:39][N:38]([CH2:13][CH2:12][N:4]4[C:5]5[C:10](=[CH:9][CH:8]=[CH:7][CH:6]=5)[CH:11]=[C:2]([CH3:1])[C:3]4=[O:15])[CH2:37][CH2:36]3)[C:28](=[O:34])[O:29][C:30]([CH3:33])([CH3:31])[CH3:32])=[CH:25][C:20]=2[O:19][CH2:18][CH2:17]1, predict the reactants needed to synthesize it. The reactants are: [CH3:1][C:2]1[C:3](=[O:15])[N:4]([CH2:12][CH:13]=O)[C:5]2[C:10]([CH:11]=1)=[CH:9][CH:8]=[CH:7][CH:6]=2.[O:16]1[C:21]2[CH:22]=[CH:23][C:24]([CH2:26][N:27]([CH:35]3[CH2:40][CH2:39][NH:38][CH2:37][CH2:36]3)[C:28](=[O:34])[O:29][C:30]([CH3:33])([CH3:32])[CH3:31])=[CH:25][C:20]=2[O:19][CH2:18][CH2:17]1.C(O[BH-](OC(=O)C)OC(=O)C)(=O)C.[Na+].C(=O)([O-])O.[Na+]. (2) Given the product [CH:14]1([C:11]2[CH:12]=[CH:13][C:8]([C:5]3[N:6]=[CH:7][C:2]([NH2:1])=[N:3][CH:4]=3)=[C:9]([F:19])[C:10]=2[O:18][C:21]2[N:26]=[C:25]([CH3:27])[CH:24]=[CH:23][N:22]=2)[CH2:15][CH2:16][CH2:17]1, predict the reactants needed to synthesize it. The reactants are: [NH2:1][C:2]1[N:3]=[CH:4][C:5]([C:8]2[C:9]([F:19])=[C:10]([OH:18])[C:11]([CH:14]3[CH2:17][CH2:16][CH2:15]3)=[CH:12][CH:13]=2)=[N:6][CH:7]=1.Cl[C:21]1[N:26]=[C:25]([CH3:27])[CH:24]=[CH:23][N:22]=1.C([O-])([O-])=O.[K+].[K+]. (3) The reactants are: [CH3:1][C:2]1([CH3:10])[O:6][C@@H:5]([CH2:7][CH2:8][OH:9])[CH2:4][O:3]1.C(N(CC)CC)C.[S:18](Cl)([C:21]1[CH:27]=[CH:26][C:24]([CH3:25])=[CH:23][CH:22]=1)(=[O:20])=[O:19]. Given the product [CH3:25][C:24]1[CH:26]=[CH:27][C:21]([S:18]([O:9][CH2:8][CH2:7][C@H:5]2[CH2:4][O:3][C:2]([CH3:10])([CH3:1])[O:6]2)(=[O:20])=[O:19])=[CH:22][CH:23]=1, predict the reactants needed to synthesize it. (4) The reactants are: [N:1]1[CH:6]=[CH:5][N:4]=[CH:3][C:2]=1[C:7]1[S:11][C:10]([CH:12]=O)=[CH:9][CH:8]=1.N1(C2C=C[C:22]([CH:23]=[O:24])=CC=2)C=CC=N1. Given the product [N:1]1[CH:6]=[CH:5][N:4]=[CH:3][C:2]=1[C:7]1[S:11][C:10](/[CH:12]=[CH:22]/[CH:23]=[O:24])=[CH:9][CH:8]=1, predict the reactants needed to synthesize it. (5) Given the product [CH3:1][C:2]1[NH:6][N:5]=[C:4]([NH:14][C:15]2[CH:20]=[N:19][CH:18]=[C:17]([NH:21][C:22]3[CH:23]=[CH:24][CH:25]=[CH:26][CH:27]=3)[N:16]=2)[CH:3]=1, predict the reactants needed to synthesize it. The reactants are: [CH3:1][C:2]1[N:6]=[N:5][C:4]([NH:14][C:15]2[CH:20]=[N:19][CH:18]=[C:17]([NH:21][C:22]3[CH:27]=[CH:26][CH:25]=[CH:24][CH:23]=3)[N:16]=2)(C(OC(C)(C)C)=O)[CH:3]=1.ClC1N=C(NC2C=CC=CC=2)C=NC=1.NC1C=C(C)N(C(OC(C)(C)C)=O)N=1.C1(P(C2C=CC=CC=2)C2C3OC4C(=CC=CC=4P(C4C=CC=CC=4)C4C=CC=CC=4)C(C)(C)C=3C=CC=2)C=CC=CC=1.C(=O)([O-])[O-].[K+].[K+].